Dataset: Forward reaction prediction with 1.9M reactions from USPTO patents (1976-2016). Task: Predict the product of the given reaction. (1) The product is: [F:1][C:2]1[CH:10]=[CH:9][CH:8]=[C:7]2[C:3]=1[C:4]([C:11](=[O:29])[C:12]([N:14]1[CH2:15][CH2:16][N:17]([C:20]([C:23]3[CH:24]=[CH:25][CH:26]=[CH:27][CH:28]=3)=[N:30][C:31]3[CH:36]=[CH:35][CH:34]=[CH:33][CH:32]=3)[CH2:18][CH2:19]1)=[O:13])=[CH:5][NH:6]2. Given the reactants [F:1][C:2]1[CH:10]=[CH:9][CH:8]=[C:7]2[C:3]=1[C:4]([C:11](=[O:29])[C:12]([N:14]1[CH2:19][CH2:18][N:17]([CH:20]([C:23]3[CH:28]=[CH:27][CH:26]=[CH:25][CH:24]=3)C#N)[CH2:16][CH2:15]1)=[O:13])=[CH:5][NH:6]2.[NH2:30][C:31]1[CH:36]=[CH:35][CH:34]=[CH:33][CH:32]=1, predict the reaction product. (2) Given the reactants [Cl:1][C:2]1[CH:32]=[CH:31][CH:30]=[C:29]([CH:33]2[CH2:35][CH2:34]2)[C:3]=1[C:4]([N:6]1[C:14]2[C:9](=[C:10]([F:15])[CH:11]=[CH:12][CH:13]=2)[C:8]([N:16]2[CH2:21][CH2:20][C:19]([CH3:27])([C:22]([O:24]CC)=[O:23])[CH:18]([OH:28])[CH2:17]2)=[N:7]1)=[O:5].[Li+].[OH-].Cl, predict the reaction product. The product is: [Cl:1][C:2]1[CH:32]=[CH:31][CH:30]=[C:29]([CH:33]2[CH2:35][CH2:34]2)[C:3]=1[C:4]([N:6]1[C:14]2[C:9](=[C:10]([F:15])[CH:11]=[CH:12][CH:13]=2)[C:8]([N:16]2[CH2:21][CH2:20][C:19]([CH3:27])([C:22]([OH:24])=[O:23])[CH:18]([OH:28])[CH2:17]2)=[N:7]1)=[O:5]. (3) Given the reactants [NH2:1][C:2]1[S:3][CH:4]=[CH:5][N:6]=1.CO[CH:9]1[CH2:13][CH2:12][CH:11](OC)O1.O.C(=O)([O-])[O-].[Na+].[Na+], predict the reaction product. The product is: [N:1]1([C:2]2[S:3][CH:4]=[CH:5][N:6]=2)[CH:9]=[CH:13][CH:12]=[CH:11]1. (4) Given the reactants [NH2:1][C:2]1[CH:3]=[C:4]([C:8]2[N:9]=[C:10]3[N:14]([C:15]=2[C:16]2[CH:21]=[CH:20][N:19]=[C:18]([NH:22][C@@H:23]4[CH2:28][CH2:27][CH2:26][N:25]([S:29]([C:32]5[CH:37]=[CH:36][C:35]([Cl:38])=[CH:34][CH:33]=5)(=[O:31])=[O:30])[CH2:24]4)[N:17]=2)[CH:13]=[CH:12][S:11]3)[CH:5]=[CH:6][CH:7]=1.[C:39]([O:43][C:44]([NH:46][CH2:47][C:48](O)=[O:49])=[O:45])([CH3:42])([CH3:41])[CH3:40].CCN(C(C)C)C(C)C.[Cl-].ClC1N(C)C=C[N+]=1C, predict the reaction product. The product is: [Cl:38][C:35]1[CH:34]=[CH:33][C:32]([S:29]([N:25]2[CH2:26][CH2:27][CH2:28][C@@H:23]([NH:22][C:18]3[N:17]=[C:16]([C:15]4[N:14]5[C:10]([S:11][CH:12]=[CH:13]5)=[N:9][C:8]=4[C:4]4[CH:3]=[C:2]([NH:1][C:48](=[O:49])[CH2:47][NH:46][C:44](=[O:45])[O:43][C:39]([CH3:40])([CH3:41])[CH3:42])[CH:7]=[CH:6][CH:5]=4)[CH:21]=[CH:20][N:19]=3)[CH2:24]2)(=[O:31])=[O:30])=[CH:37][CH:36]=1. (5) Given the reactants [NH:1]1[CH2:6][CH2:5][NH:4][CH2:3][CH2:2]1.[C:7]([O:11][C:12](O[C:12]([O:11][C:7]([CH3:10])([CH3:9])[CH3:8])=[O:13])=[O:13])([CH3:10])([CH3:9])[CH3:8], predict the reaction product. The product is: [N:1]1([C:12]([O:11][C:7]([CH3:10])([CH3:9])[CH3:8])=[O:13])[CH2:6][CH2:5][NH:4][CH2:3][CH2:2]1. (6) Given the reactants [CH3:1][CH2:2][CH2:3][CH2:4][CH2:5][CH2:6][CH2:7][CH2:8][CH2:9][CH2:10][CH2:11][CH2:12][CH2:13][CH2:14][CH2:15][C:16]([O:18]CC([O:18][C:16]([CH2:15][CH2:14][CH2:13][CH2:12][CH2:11][CH2:10][CH2:9][CH2:8][CH2:7][CH2:6][CH2:5][CH2:4][CH2:3][CH2:2][CH3:1])=[O:17])C[O:18][C:16]([CH2:15][CH2:14][CH2:13][CH2:12][CH2:11][CH2:10][CH2:9][CH2:8][CH2:7][CH2:6][CH2:5][CH2:4][CH2:3][CH2:2][CH3:1])=[O:17])=[O:17].[C:58]([OH:75])(=[O:74])[CH2:59][CH2:60][CH2:61][CH2:62][CH2:63][CH2:64][CH2:65]/[CH:66]=[CH:67]\[CH2:68][CH2:69][CH2:70][CH2:71][CH2:72][CH3:73], predict the reaction product. The product is: [C:16]([O-:18])(=[O:17])[CH2:15][CH2:14][CH2:13][CH2:12][CH2:11][CH2:10][CH2:9][CH2:8][CH2:7][CH2:6][CH2:5][CH2:4][CH2:3][CH2:2][CH3:1].[C:58]([O-:75])(=[O:74])[CH2:59][CH2:60][CH2:61][CH2:62][CH2:63][CH2:64][CH2:65]/[CH:66]=[CH:67]\[CH2:68][CH2:69][CH2:70][CH2:71][CH2:72][CH3:73]. (7) Given the reactants [Cl:1][C:2]1[CH:7]=[CH:6][C:5]([NH:8][C:9](=[O:21])[C:10]2[CH:11]=[C:12]([CH:16]=[CH:17][C:18]=2[O:19][CH3:20])[C:13]([NH2:15])=[O:14])=[CH:4][CH:3]=1.BrC[CH:24]1[CH2:26][CH2:25]1, predict the reaction product. The product is: [Cl:1][C:2]1[CH:7]=[CH:6][C:5]([NH:8][C:9](=[O:21])[C:10]2[CH:11]=[C:12]([CH:16]=[CH:17][C:18]=2[O:19][CH2:20][CH:24]2[CH2:26][CH2:25]2)[C:13]([NH2:15])=[O:14])=[CH:4][CH:3]=1.